Dataset: NCI-60 drug combinations with 297,098 pairs across 59 cell lines. Task: Regression. Given two drug SMILES strings and cell line genomic features, predict the synergy score measuring deviation from expected non-interaction effect. (1) Drug 1: CS(=O)(=O)C1=CC(=C(C=C1)C(=O)NC2=CC(=C(C=C2)Cl)C3=CC=CC=N3)Cl. Drug 2: C1=NC2=C(N1)C(=S)N=C(N2)N. Cell line: HS 578T. Synergy scores: CSS=39.4, Synergy_ZIP=3.80, Synergy_Bliss=5.05, Synergy_Loewe=-21.6, Synergy_HSA=-0.189. (2) Drug 1: C1CN1P(=S)(N2CC2)N3CC3. Drug 2: C#CCC(CC1=CN=C2C(=N1)C(=NC(=N2)N)N)C3=CC=C(C=C3)C(=O)NC(CCC(=O)O)C(=O)O. Cell line: K-562. Synergy scores: CSS=80.4, Synergy_ZIP=19.6, Synergy_Bliss=-2.59, Synergy_Loewe=39.1, Synergy_HSA=-1.46. (3) Drug 1: C1=NC(=NC(=O)N1C2C(C(C(O2)CO)O)O)N. Drug 2: CN(CCCl)CCCl.Cl. Cell line: HL-60(TB). Synergy scores: CSS=79.0, Synergy_ZIP=0.374, Synergy_Bliss=1.24, Synergy_Loewe=-1.35, Synergy_HSA=3.64. (4) Drug 1: CN(C)C1=NC(=NC(=N1)N(C)C)N(C)C. Drug 2: C1CCC(C(C1)N)N.C(=O)(C(=O)[O-])[O-].[Pt+4]. Cell line: DU-145. Synergy scores: CSS=4.98, Synergy_ZIP=7.55, Synergy_Bliss=10.4, Synergy_Loewe=6.73, Synergy_HSA=6.73. (5) Drug 1: C1=CC(=C2C(=C1NCCNCCO)C(=O)C3=C(C=CC(=C3C2=O)O)O)NCCNCCO. Drug 2: CC(C)NC(=O)C1=CC=C(C=C1)CNNC.Cl. Cell line: SW-620. Synergy scores: CSS=43.1, Synergy_ZIP=2.19, Synergy_Bliss=3.11, Synergy_Loewe=-16.9, Synergy_HSA=2.00. (6) Drug 1: C1CC(CCC1OC2=C(C(=CC=C2)Cl)F)(CC3=NC(=CC=C3)NC4=NC=CS4)C(=O)O. Drug 2: B(C(CC(C)C)NC(=O)C(CC1=CC=CC=C1)NC(=O)C2=NC=CN=C2)(O)O. Cell line: HT29. Synergy scores: CSS=47.9, Synergy_ZIP=-0.435, Synergy_Bliss=1.05, Synergy_Loewe=-16.5, Synergy_HSA=0.672.